This data is from Forward reaction prediction with 1.9M reactions from USPTO patents (1976-2016). The task is: Predict the product of the given reaction. (1) Given the reactants [C:1]([C:5]1[CH:18]=[CH:17][C:8]([CH2:9][NH:10][C:11](=[O:16])[C:12]([F:15])([F:14])[F:13])=[CH:7][CH:6]=1)([CH3:4])([CH3:3])[CH3:2].CC([O-])(C)C.[K+].Br[CH2:26][CH:27]([OH:32])[C:28]([F:31])([F:30])[F:29], predict the reaction product. The product is: [C:1]([C:5]1[CH:18]=[CH:17][C:8]([CH2:9][N:10]([CH2:26][CH:27]([OH:32])[C:28]([F:31])([F:30])[F:29])[C:11](=[O:16])[C:12]([F:15])([F:13])[F:14])=[CH:7][CH:6]=1)([CH3:4])([CH3:2])[CH3:3]. (2) Given the reactants COC[O:4][C:5]1[CH:10]=[C:9]([CH3:11])[C:8]([C:12]2[C:17]([CH2:18][O:19][C:20]3[CH:25]=[CH:24][CH:23]=[CH:22][CH:21]=3)=[CH:16][CH:15]=[C:14]([C:26]([O:28][CH3:29])=[O:27])[CH:13]=2)=[C:7]([CH3:30])[CH:6]=1.CO.Cl.CO, predict the reaction product. The product is: [OH:4][C:5]1[CH:6]=[C:7]([CH3:30])[C:8]([C:12]2[C:17]([CH2:18][O:19][C:20]3[CH:25]=[CH:24][CH:23]=[CH:22][CH:21]=3)=[CH:16][CH:15]=[C:14]([C:26]([O:28][CH3:29])=[O:27])[CH:13]=2)=[C:9]([CH3:11])[CH:10]=1. (3) The product is: [Br:29][CH2:28][C:2]1[CH:3]=[CH:4][CH:5]=[CH:6][C:1]=1[CH:7]([CH2:9][CH2:10][CH2:11][CH2:12][CH2:13][CH2:14][CH2:15][CH2:16][CH2:17][CH2:18][CH2:19][CH3:20])[CH3:8]. Given the reactants [C:1]1([CH:7]([CH2:9][CH2:10][CH2:11][CH2:12][CH2:13][CH2:14][CH2:15][CH2:16][CH2:17][CH2:18][CH2:19][CH3:20])[CH3:8])[CH:6]=[CH:5][CH:4]=[CH:3][CH:2]=1.S(=O)(=O)(O)O.CO[CH2:28][Br:29], predict the reaction product. (4) Given the reactants [C:1]([O:5][C:6]([NH:8][C:9]1[CH:13]=[CH:12][NH:11][C:10]=1[C:14]([O:16][CH2:17][CH3:18])=[O:15])=[O:7])([CH3:4])([CH3:3])[CH3:2].[OH-].[K+].[Br:21][CH2:22][CH2:23]Br.O, predict the reaction product. The product is: [Br:21][CH2:22][CH2:23][N:11]1[CH:12]=[CH:13][C:9]([NH:8][C:6]([O:5][C:1]([CH3:4])([CH3:3])[CH3:2])=[O:7])=[C:10]1[C:14]([O:16][CH2:17][CH3:18])=[O:15]. (5) Given the reactants [Br:1]Br.[CH2:3]([O:5][C:6](=[O:12])[CH2:7][CH2:8][C:9]([CH3:11])=[O:10])[CH3:4].N#N, predict the reaction product. The product is: [CH2:3]([O:5][C:6](=[O:12])[CH2:7][CH2:8][C:9](=[O:10])[CH2:11][Br:1])[CH3:4]. (6) Given the reactants [F:1][C:2]1[C:11]([O:12]C)=[CH:10][CH:9]=[C:8]2[C:3]=1[C:4]([CH3:31])([CH3:30])[CH2:5][C:6]([OH:29])([C:25]([F:28])([F:27])[F:26])[CH:7]2[NH:14][C:15]1[CH:23]=[CH:22][CH:21]=[C:20]2[C:16]=1[CH2:17][NH:18][C:19]2=[O:24].B(Br)(Br)Br.C(=O)(O)[O-].[Na+], predict the reaction product. The product is: [F:1][C:2]1[C:11]([OH:12])=[CH:10][CH:9]=[C:8]2[C:3]=1[C:4]([CH3:31])([CH3:30])[CH2:5][C:6]([OH:29])([C:25]([F:27])([F:28])[F:26])[CH:7]2[NH:14][C:15]1[CH:23]=[CH:22][CH:21]=[C:20]2[C:16]=1[CH2:17][NH:18][C:19]2=[O:24]. (7) Given the reactants N[C:2]1[CH:7]=[CH:6][C:5]([N:8]2[C:16](=[O:17])[C:15]3[C:10](=[CH:11][CH:12]=[CH:13][CH:14]=3)[C:9]2=[O:18])=[CH:4][C:3]=1[S:19]([F:24])([F:23])([F:22])([F:21])[F:20].S(=O)(=O)(O)O.N([O-])=O.[Na+].[Cu][C:35]#[N:36].[C-]#N.[K+], predict the reaction product. The product is: [O:17]=[C:16]1[C:15]2[C:10](=[CH:11][CH:12]=[CH:13][CH:14]=2)[C:9](=[O:18])[N:8]1[C:5]1[CH:6]=[CH:7][C:2]([C:35]#[N:36])=[C:3]([S:19]([F:22])([F:24])([F:21])([F:20])[F:23])[CH:4]=1. (8) Given the reactants [Br:1][C:2]1[N:3]=[C:4]2[C:11]([CH:12]=[O:13])=[CH:10][NH:9][C:5]2=[N:6][C:7]=1[Cl:8].[Li+].[CH3:21][Si:20]([N-][Si:20]([CH3:23])([CH3:22])[CH3:21])([CH3:23])[CH3:22].C[Si]([CH:28]([O:31][CH2:32]C)OCl)(C)C.[C:34]([O-])([O-])=O.[Na+].[Na+], predict the reaction product. The product is: [Br:1][C:2]1[N:3]=[C:4]2[C:11]([CH:12]=[O:13])=[CH:10][N:9]([CH2:28][O:31][CH2:32][CH2:21][Si:20]([CH3:23])([CH3:34])[CH3:22])[C:5]2=[N:6][C:7]=1[Cl:8]. (9) Given the reactants Cl[CH2:2][C:3]1[N:7]([CH:8]2[CH2:12][CH2:11][CH2:10][CH2:9]2)[CH:6]=[N:5][CH:4]=1.[CH3:13][C:14]1[N:19]=[C:18]([SH:20])[N:17]=[C:16]([OH:21])[CH:15]=1, predict the reaction product. The product is: [CH:8]1([N:7]2[C:3]([CH2:2][S:20][C:18]3[N:17]=[C:16]([OH:21])[CH:15]=[C:14]([CH3:13])[N:19]=3)=[CH:4][N:5]=[CH:6]2)[CH2:12][CH2:11][CH2:10][CH2:9]1.